Dataset: Reaction yield outcomes from USPTO patents with 853,638 reactions. Task: Predict the reaction yield, written as a fraction of the theoretical maximum amount of product (1.0 means a 100% yield; for example, 0.34 means a 34% yield). The reactants are C[O:2][C:3](=[O:32])[C:4]1[CH:9]=[CH:8][C:7]([CH2:10][N:11]2[CH:15]=[C:14]([C:16]3[CH:21]=[CH:20][C:19]([Cl:22])=[CH:18][C:17]=3[Cl:23])[N:13]=[C:12]2[CH2:24][C:25]2[CH:30]=[CH:29][C:28]([NH2:31])=[CH:27][CH:26]=2)=[CH:6][CH:5]=1.[CH3:33][O:34][C:35]1[CH:40]=[CH:39][C:38]([O:41][CH3:42])=[CH:37][C:36]=1[S:43](Cl)(=[O:45])=[O:44]. No catalyst specified. The product is [Cl:23][C:17]1[CH:18]=[C:19]([Cl:22])[CH:20]=[CH:21][C:16]=1[C:14]1[N:13]=[C:12]([CH2:24][C:25]2[CH:26]=[CH:27][C:28]([NH:31][S:43]([C:36]3[CH:37]=[C:38]([O:41][CH3:42])[CH:39]=[CH:40][C:35]=3[O:34][CH3:33])(=[O:45])=[O:44])=[CH:29][CH:30]=2)[N:11]([CH2:10][C:7]2[CH:6]=[CH:5][C:4]([C:3]([OH:32])=[O:2])=[CH:9][CH:8]=2)[CH:15]=1. The yield is 0.690.